Task: Predict the product of the given reaction.. Dataset: Forward reaction prediction with 1.9M reactions from USPTO patents (1976-2016) (1) Given the reactants [CH3:1][C:2]([CH3:28])([CH3:27])[C:3]([O:5][C:6]1[CH:11]=[CH:10][C:9]([C:12](=O)[C:13]2[CH:18]=[CH:17][C:16]([O:19][C:20](=[O:25])[C:21]([CH3:24])([CH3:23])[CH3:22])=[CH:15][CH:14]=2)=[CH:8][CH:7]=1)=[O:4].[OH:29][C:30]1[CH:31]=[C:32]([C:36](=O)[CH2:37][CH2:38][CH2:39][CH3:40])[CH:33]=[CH:34][CH:35]=1, predict the reaction product. The product is: [CH3:1][C:2]([CH3:28])([CH3:27])[C:3]([O:5][C:6]1[CH:11]=[CH:10][C:9]([C:12]([C:13]2[CH:18]=[CH:17][C:16]([O:19][C:20](=[O:25])[C:21]([CH3:24])([CH3:23])[CH3:22])=[CH:15][CH:14]=2)=[C:36]([C:32]2[CH:33]=[CH:34][CH:35]=[C:30]([OH:29])[CH:31]=2)[CH2:37][CH2:38][CH2:39][CH3:40])=[CH:8][CH:7]=1)=[O:4]. (2) The product is: [C:14]1([C:6]2[CH:5]=[C:4]3[C:9](=[CH:8][CH:7]=2)[NH:1][CH:2]=[CH:3]3)[CH:19]=[CH:18][CH:17]=[CH:16][CH:15]=1. Given the reactants [NH:1]1[C:9]2[C:4](=[CH:5][C:6](B(O)O)=[CH:7][CH:8]=2)[CH:3]=[CH:2]1.I[C:14]1[CH:19]=[CH:18][CH:17]=[CH:16][CH:15]=1.C(=O)([O-])[O-].[Na+].[Na+].Cl, predict the reaction product. (3) Given the reactants [F:1][C:2]1[CH:7]=[CH:6][C:5]([C@H:8]([NH:10][C:11]([C@H:13]2[CH2:18][CH2:17][C@H:16]([NH:19][S:20]([C:23]3[CH:24]=[N:25][C:26]([O:30][CH3:31])=[C:27](Br)[CH:28]=3)(=[O:22])=[O:21])[CH2:15][CH2:14]2)=[O:12])[CH3:9])=[CH:4][CH:3]=1.[CH3:32][NH:33][CH3:34].C1COCC1.CC(C1C=C(C(C)C)C(C2C=CC=CC=2P(C2CCCCC2)C2CCCCC2)=C(C(C)C)C=1)C.CC(C)([O-])C.[Na+], predict the reaction product. The product is: [CH3:32][N:33]([CH3:34])[C:27]1[CH:28]=[C:23]([S:20]([NH:19][C@H:16]2[CH2:17][CH2:18][C@H:13]([C:11]([NH:10][C@@H:8]([C:5]3[CH:6]=[CH:7][C:2]([F:1])=[CH:3][CH:4]=3)[CH3:9])=[O:12])[CH2:14][CH2:15]2)(=[O:22])=[O:21])[CH:24]=[N:25][C:26]=1[O:30][CH3:31]. (4) Given the reactants N[C:2]1[CH:3]=[CH:4][C:5]([CH2:10][CH:11]([CH3:13])[CH3:12])=[C:6]([CH:9]=1)[C:7]#[N:8].[BrH:14].N([O-])=O.[Na+], predict the reaction product. The product is: [Br:14][C:2]1[CH:3]=[CH:4][C:5]([CH2:10][CH:11]([CH3:13])[CH3:12])=[C:6]([CH:9]=1)[C:7]#[N:8]. (5) The product is: [O:24]1[CH2:29][CH2:28][N:27]([CH2:30][CH2:31][N:32]([C:37]2[CH:43]=[CH:42][C:40]([NH:41]/[C:13](=[C:6]3\[C:5](=[O:23])[NH:4][C:12]4[C:7]\3=[CH:8][CH:9]=[CH:10][CH:11]=4)/[C:14]3[CH:15]=[CH:16][CH:17]=[CH:18][CH:19]=3)=[CH:39][CH:38]=2)[S:33]([CH3:36])(=[O:35])=[O:34])[CH2:26][CH2:25]1. Given the reactants C([N:4]1[C:12]2[C:7](=[CH:8][CH:9]=[CH:10][CH:11]=2)[C:6](=[C:13](OCC)[C:14]2[CH:19]=[CH:18][CH:17]=[CH:16][CH:15]=2)[C:5]1=[O:23])(=O)C.[O:24]1[CH2:29][CH2:28][N:27]([CH2:30][CH2:31][N:32]([C:37]2[CH:43]=[CH:42][C:40]([NH2:41])=[CH:39][CH:38]=2)[S:33]([CH3:36])(=[O:35])=[O:34])[CH2:26][CH2:25]1.N1CCCCC1, predict the reaction product. (6) Given the reactants Cl.[Br:2][C:3]1[N:7]([CH2:8][CH3:9])[C:6]([CH2:10]Cl)=[N:5][C:4]=1[CH3:12].C([O-])([O-])=O.[K+].[K+].[F:19][C:20]1[CH:25]=[CH:24][CH:23]=[C:22]([C:26]2[NH:27][CH:28]=[CH:29][N:30]=2)[N:21]=1.O, predict the reaction product. The product is: [Br:2][C:3]1[N:7]([CH2:8][CH3:9])[C:6]([CH2:10][N:30]2[CH:29]=[CH:28][N:27]=[C:26]2[C:22]2[CH:23]=[CH:24][CH:25]=[C:20]([F:19])[N:21]=2)=[N:5][C:4]=1[CH3:12]. (7) The product is: [NH2:1][C:2]1[N:10]=[C:9]([F:11])[N:8]=[C:7]2[C:3]=1[N:4]=[C:5]([CH2:18][C:19]1[C:27]([I:28])=[CH:26][C:22]3[O:23][CH2:24][O:25][C:21]=3[CH:20]=1)[N:6]2[CH2:12][CH2:13][O:14][CH2:15][CH2:16][O:17][S:30](=[O:32])(=[O:31])[NH2:33]. Given the reactants [NH2:1][C:2]1[N:10]=[C:9]([F:11])[N:8]=[C:7]2[C:3]=1[N:4]=[C:5]([CH2:18][C:19]1[C:27]([I:28])=[CH:26][C:22]3[O:23][CH2:24][O:25][C:21]=3[CH:20]=1)[N:6]2[CH2:12][CH2:13][O:14][CH2:15][CH2:16][OH:17].Cl[S:30]([NH2:33])(=[O:32])=[O:31].C([O-])([O-])=O.[Ca+2], predict the reaction product. (8) Given the reactants F[C:2]1[N:7]=[C:6]([NH:8][C:9]2[C:14]([C:15]([NH2:17])=[O:16])=[CH:13][N:12]=[C:11]([C:18]3[CH:23]=[CH:22][CH:21]=[CH:20][CH:19]=3)[N:10]=2)[CH:5]=[CH:4][N:3]=1.[NH2:24][CH2:25][CH2:26][C:27]1[CH:28]=[N:29][CH:30]=[CH:31][CH:32]=1, predict the reaction product. The product is: [C:18]1([C:11]2[N:10]=[C:9]([NH:8][C:6]3[CH:5]=[CH:4][N:3]=[C:2]([NH:24][CH2:25][CH2:26][C:27]4[CH:28]=[N:29][CH:30]=[CH:31][CH:32]=4)[N:7]=3)[C:14]([C:15]([NH2:17])=[O:16])=[CH:13][N:12]=2)[CH:23]=[CH:22][CH:21]=[CH:20][CH:19]=1. (9) Given the reactants [NH2:1][CH2:2][C@@H:3]1[CH2:7][CH2:6][N:5]([CH2:8][C@H:9]([C:11]2[C:20]3[C:15](=[CH:16][CH:17]=[C:18]([O:21][CH3:22])[N:19]=3)[N:14]=[CH:13][CH:12]=2)[OH:10])[CH2:4]1.[O:23]=[C:24]1[CH2:29][S:28][C:27]2[CH:30]=[CH:31][C:32]([CH:34]=O)=[N:33][C:26]=2[NH:25]1.[BH4-].[Na+], predict the reaction product. The product is: [OH:10][C@@H:9]([C:11]1[C:20]2[C:15](=[CH:16][CH:17]=[C:18]([O:21][CH3:22])[N:19]=2)[N:14]=[CH:13][CH:12]=1)[CH2:8][N:5]1[CH2:6][CH2:7][C@@H:3]([CH2:2][NH:1][CH2:34][C:32]2[CH:31]=[CH:30][C:27]3[S:28][CH2:29][C:24](=[O:23])[NH:25][C:26]=3[N:33]=2)[CH2:4]1.